The task is: Predict the reactants needed to synthesize the given product.. This data is from Full USPTO retrosynthesis dataset with 1.9M reactions from patents (1976-2016). (1) Given the product [C:44]([C:48]1[CH:67]=[CH:66][C:51]([CH2:52][N:53]([CH2:54][CH2:55][C:56]2[CH:61]=[CH:60][CH:59]=[C:58]([O:62][CH:63]([F:65])[F:64])[CH:57]=2)[C:10]([C:8]2[CH:7]=[CH:6][CH:5]=[C:4]3[C:9]=2[NH:1][CH:2]=[CH:3]3)=[O:12])=[CH:50][CH:49]=1)([CH3:47])([CH3:45])[CH3:46], predict the reactants needed to synthesize it. The reactants are: [NH:1]1[C:9]2[C:4](=[CH:5][CH:6]=[CH:7][C:8]=2[C:10]([OH:12])=O)[CH:3]=[CH:2]1.CN(C(ON1N=NC2C=CC=CC1=2)=[N+](C)C)C.[B-](F)(F)(F)F.C(N(CC)C(C)C)(C)C.[C:44]([C:48]1[CH:67]=[CH:66][C:51]([CH2:52][NH:53][CH2:54][CH2:55][C:56]2[CH:61]=[CH:60][CH:59]=[C:58]([O:62][CH:63]([F:65])[F:64])[CH:57]=2)=[CH:50][CH:49]=1)([CH3:47])([CH3:46])[CH3:45]. (2) Given the product [C:1]([N:4]1[CH2:9][CH2:8][N:7]([C:10]([O:12][C:13]([CH3:14])([CH3:16])[CH3:15])=[O:11])[CH2:6][C@H:5]1[CH2:17][O:18][CH3:22])(=[O:3])[CH3:2], predict the reactants needed to synthesize it. The reactants are: [C:1]([N:4]1[CH2:9][CH2:8][N:7]([C:10]([O:12][C:13]([CH3:16])([CH3:15])[CH3:14])=[O:11])[CH2:6][C@H:5]1[CH2:17][OH:18])(=[O:3])[CH3:2].[H-].[Na+].I[CH3:22]. (3) Given the product [N:1]1[CH:2]=[CH:3][N:4]2[CH:9]=[CH:8][C:7]([CH2:10][NH:11][C:12]([C:14]3[S:18][C:17]([CH:19]4[CH2:23][CH2:22][N:21]([S:34]([CH2:33][CH:32]([CH3:38])[CH3:31])(=[O:36])=[O:35])[CH2:20]4)=[N:16][CH:15]=3)=[O:13])=[CH:6][C:5]=12, predict the reactants needed to synthesize it. The reactants are: [N:1]1[CH:2]=[CH:3][N:4]2[CH:9]=[CH:8][C:7]([CH2:10][NH:11][C:12]([C:14]3[S:18][C:17]([CH:19]4[CH2:23][CH2:22][NH:21][CH2:20]4)=[N:16][CH:15]=3)=[O:13])=[CH:6][C:5]=12.C(N(CC)CC)C.[CH3:31][CH:32]([CH3:38])[CH2:33][S:34](Cl)(=[O:36])=[O:35]. (4) Given the product [N:1]1([CH2:6][CH2:7][CH2:8][O:9][C:10]2[CH:11]=[CH:12][C:13]([C:16]3([CH2:22][NH:23][C:38](=[O:39])[O:37][C:33]([CH3:36])([CH3:35])[CH3:34])[CH2:21][CH2:20][CH2:19][CH2:18][CH2:17]3)=[CH:14][CH:15]=2)[CH2:2][CH2:3][CH2:4][CH2:5]1, predict the reactants needed to synthesize it. The reactants are: [N:1]1([CH2:6][CH2:7][CH2:8][O:9][C:10]2[CH:15]=[CH:14][C:13]([C:16]3([CH2:22][NH2:23])[CH2:21][CH2:20][CH2:19][CH2:18][CH2:17]3)=[CH:12][CH:11]=2)[CH2:5][CH2:4][CH2:3][CH2:2]1.C(N(CC)C(C)C)(C)C.[C:33]([O:37][C:38](O[C:38]([O:37][C:33]([CH3:36])([CH3:35])[CH3:34])=[O:39])=[O:39])([CH3:36])([CH3:35])[CH3:34]. (5) Given the product [CH2:35]([N:15]1[C:16](=[O:22])[N:17]([CH2:20][CH3:21])[C:18](=[NH:19])/[C:14]/1=[CH:13]/[C:10]1[CH:11]=[CH:12][C:7]([O:6][CH2:5][C:4]2[CH:25]=[CH:26][C:27]([C:29]([F:31])([F:30])[F:32])=[CH:28][C:3]=2[C:2]([F:1])([F:33])[F:34])=[C:8]([O:23][CH3:24])[CH:9]=1)[C:36]1[CH:41]=[CH:40][CH:39]=[CH:38][CH:37]=1, predict the reactants needed to synthesize it. The reactants are: [F:1][C:2]([F:34])([F:33])[C:3]1[CH:28]=[C:27]([C:29]([F:32])([F:31])[F:30])[CH:26]=[CH:25][C:4]=1[CH2:5][O:6][C:7]1[CH:12]=[CH:11][C:10](/[CH:13]=[C:14]2\[NH:15][C:16](=[O:22])[N:17]([CH2:20][CH3:21])[C:18]\2=[NH:19])=[CH:9][C:8]=1[O:23][CH3:24].[CH2:35](Br)[C:36]1[CH:41]=[CH:40][CH:39]=[CH:38][CH:37]=1.CC(C)([O-])C.[K+].[Cl-].[NH4+].